The task is: Predict the product of the given reaction.. This data is from Forward reaction prediction with 1.9M reactions from USPTO patents (1976-2016). (1) Given the reactants [CH3:1][O:2][C:3](=[O:15])[C@H:4]([CH2:13][SH:14])[NH:5][C:6]([O:8][C:9]([CH3:12])([CH3:11])[CH3:10])=[O:7].[CH2:16]([C:23]1[O:24][C:25]2[CH:45]=[CH:44][CH:43]=[CH:42][C:26]=2[C:27]=1[C:28]1[CH:33]=[CH:32][C:31]([C:34]2[CH:39]=[CH:38][C:37]([CH2:40]Br)=[CH:36][CH:35]=2)=[CH:30][CH:29]=1)[C:17]1[CH:22]=[CH:21][CH:20]=[CH:19][CH:18]=1.C(=O)([O-])[O-].[Cs+].[Cs+].O, predict the reaction product. The product is: [CH3:1][O:2][C:3](=[O:15])[C@@H:4]([NH:5][C:6]([O:8][C:9]([CH3:12])([CH3:10])[CH3:11])=[O:7])[CH2:13][S:14][CH2:40][C:37]1[CH:36]=[CH:35][C:34]([C:31]2[CH:30]=[CH:29][C:28]([C:27]3[C:26]4[CH:42]=[CH:43][CH:44]=[CH:45][C:25]=4[O:24][C:23]=3[CH2:16][C:17]3[CH:22]=[CH:21][CH:20]=[CH:19][CH:18]=3)=[CH:33][CH:32]=2)=[CH:39][CH:38]=1. (2) Given the reactants F[C:2]1[CH:9]=[CH:8][CH:7]=[CH:6][C:3]=1[CH:4]=[O:5].[CH3:10][C:11]1[CH:12]=[N:13][NH:14][CH:15]=1.C(=O)([O-])[O-].[K+].[K+], predict the reaction product. The product is: [CH3:10][C:11]1[CH:12]=[N:13][N:14]([C:2]2[CH:9]=[CH:8][CH:7]=[CH:6][C:3]=2[CH:4]=[O:5])[CH:15]=1.